Task: Predict the reaction yield, written as a fraction of the theoretical maximum amount of product (1.0 means a 100% yield; for example, 0.34 means a 34% yield).. Dataset: Reaction yield outcomes from USPTO patents with 853,638 reactions (1) The reactants are [Br:1][C:2]1[CH:7]=[CH:6][C:5]([OH:8])=[CH:4][N:3]=1.[H-].[Na+].Br[CH2:12][CH:13]([CH3:15])[CH3:14].O. The catalyst is CN(C=O)C. The product is [Br:1][C:2]1[CH:7]=[CH:6][C:5]([O:8][CH2:12][CH:13]([CH3:15])[CH3:14])=[CH:4][N:3]=1. The yield is 0.190. (2) The reactants are C([O:8][C:9]1[C:14](=[O:15])[N:13]=[C:12]([CH2:16][C:17]2[CH:22]=[CH:21][CH:20]=[CH:19][C:18]=2[C:23]2[CH:28]=[CH:27][CH:26]=[CH:25][CH:24]=2)[N:11]2[CH2:29][CH2:30][N:31]([CH3:34])[C:32](=[O:33])[C:10]=12)C1C=CC=CC=1.Cl. The catalyst is CO. The product is [C:18]1([C:23]2[CH:28]=[CH:27][CH:26]=[CH:25][CH:24]=2)[CH:19]=[CH:20][CH:21]=[CH:22][C:17]=1[CH2:16][C:12]1[N:11]2[CH2:29][CH2:30][N:31]([CH3:34])[C:32](=[O:33])[C:10]2=[C:9]([OH:8])[C:14](=[O:15])[N:13]=1. The yield is 0.242. (3) The reactants are Cl[C:2]1[C:7]([C:8]([O:10][CH2:11][CH3:12])=[O:9])=[CH:6][N:5]=[C:4]([Cl:13])[CH:3]=1.[F:14][C:15]1[CH:21]=[C:20]([I:22])[CH:19]=[CH:18][C:16]=1[NH2:17]. The catalyst is C(O)C.Cl. The product is [Cl:13][C:4]1[CH:3]=[C:2]([NH:17][C:16]2[CH:18]=[CH:19][C:20]([I:22])=[CH:21][C:15]=2[F:14])[C:7]([C:8]([O:10][CH2:11][CH3:12])=[O:9])=[CH:6][N:5]=1. The yield is 0.600. (4) The reactants are [NH2:1][C@:2]12[CH2:38][CH2:37][C@@H:36]([C:39]([CH3:41])=[CH2:40])[C@@H:3]1[C@@H:4]1[C@@:17]([CH3:20])([CH2:18][CH2:19]2)[C@@:16]2([CH3:21])[C@@H:7]([C@:8]3([CH3:35])[C@@H:13]([CH2:14][CH2:15]2)[C:12]([CH3:23])([CH3:22])[C:11]([C:24]2[CH:33]=[CH:32][C:27]([C:28]([O:30][CH3:31])=[O:29])=[C:26]([F:34])[CH:25]=2)=[CH:10][CH2:9]3)[CH2:6][CH2:5]1.[I-].[K+].P(=O)(O)(O)O.[K].[C:50](#[N:52])[CH3:51]. No catalyst specified. The product is [F:34][C:26]1[CH:25]=[C:24]([C:11]2[C:12]([CH3:22])([CH3:23])[C@H:13]3[C@:8]([CH3:35])([CH2:9][CH:10]=2)[C@@H:7]2[C@:16]([CH3:21])([C@@:17]4([CH3:20])[C@H:4]([CH2:5][CH2:6]2)[C@H:3]2[C@H:36]([C:39]([CH3:41])=[CH2:40])[CH2:37][CH2:38][C@:2]2([NH:1][CH2:51][CH2:50][N:52]2[CH2:25][CH2:26][CH2:27][C:28]2=[O:29])[CH2:19][CH2:18]4)[CH2:15][CH2:14]3)[CH:33]=[CH:32][C:27]=1[C:28]([O:30][CH3:31])=[O:29]. The yield is 0.417.